Dataset: Full USPTO retrosynthesis dataset with 1.9M reactions from patents (1976-2016). Task: Predict the reactants needed to synthesize the given product. (1) Given the product [NH2:13][C:7]1[CH:8]=[CH:9][C:10]([CH3:12])=[CH:11][C:6]=1[C:4]([C:3]1[CH:20]=[CH:21][CH:22]=[C:23]([O:24][CH3:25])[C:2]=1[Cl:1])=[O:5], predict the reactants needed to synthesize it. The reactants are: [Cl:1][C:2]1[C:23]([O:24][CH3:25])=[CH:22][CH:21]=[CH:20][C:3]=1[C:4]([C:6]1[CH:11]=[C:10]([CH3:12])[CH:9]=[CH:8][C:7]=1[NH:13]C(=O)C(C)(C)C)=[O:5].O.[OH-].[Na+]. (2) Given the product [NH2:33][C:32]1[S:31][C:30]([C:41]2[CH:46]=[CH:45][CH:44]=[C:43]([CH2:47][CH3:48])[C:42]=2[F:49])=[N:29][C:28]=1[C:26]([NH:25][C:20]1[CH:21]=[N:22][N:23]([CH3:24])[C:19]=1[N:15]1[CH2:16][CH2:17][CH2:18][C@@H:12]([NH2:11])[CH2:13][CH2:14]1)=[O:27], predict the reactants needed to synthesize it. The reactants are: C(OC([NH:11][C@@H:12]1[CH2:18][CH2:17][CH2:16][N:15]([C:19]2[N:23]([CH3:24])[N:22]=[CH:21][C:20]=2[NH:25][C:26]([C:28]2[N:29]=[C:30]([C:41]3[CH:46]=[CH:45][CH:44]=[C:43]([CH:47]=[CH2:48])[C:42]=3[F:49])[S:31][C:32]=2[NH:33]C(=O)OC(C)(C)C)=[O:27])[CH2:14][CH2:13]1)=O)C1C=CC=CC=1.[H][H].B(Br)(Br)Br.C(Cl)Cl. (3) The reactants are: [Cl:1]C1C=CC=C(C(OO)=[O:9])C=1.[Br:12][C:13]1[C:22]([O:23][CH3:24])=[CH:21][CH:20]=[C:19]2[C:14]=1[CH:15]=[CH:16][N:17]=[CH:18]2.CO. Given the product [ClH:1].[Br:12][C:13]1[C:22]([O:23][CH3:24])=[CH:21][CH:20]=[C:19]2[C:14]=1[CH:15]=[CH:16][N+:17]([O-:9])=[CH:18]2, predict the reactants needed to synthesize it. (4) Given the product [CH:10]1([C:8](=[O:9])[CH2:7][C:2](=[O:4])[CH3:1])[CH2:12][CH2:11]1, predict the reactants needed to synthesize it. The reactants are: [CH3:1][C:2](C)([O-:4])C.[K+].[CH3:7][C:8]([CH:10]1[CH2:12][CH2:11]1)=[O:9].C(OCC)(=O)C. (5) Given the product [CH3:16][O:15][CH2:14][CH2:13][N:9]1[CH2:8][CH2:7][CH:6]([C:4]([OH:3])=[O:5])[CH2:11][CH2:10]1, predict the reactants needed to synthesize it. The reactants are: C([O:3][C:4]([CH:6]1[CH2:11][CH2:10][NH:9][CH2:8][CH2:7]1)=[O:5])C.Br[CH2:13][CH2:14][O:15][CH3:16].C(=O)([O-])[O-].[K+].[K+].[OH-].[Na+]. (6) The reactants are: [CH3:1][N:2]([CH3:33])[C:3]([C:5]1[CH:10]=[CH:9][C:8]([C:11]2[CH2:16][CH2:15][CH:14]([O:17][CH2:18][CH:19]3[CH2:24][CH2:23][N:22]([C:25]([O:27][C:28]([CH3:31])([CH3:30])[CH3:29])=[O:26])[CH2:21][CH2:20]3)[CH2:13][CH:12]=2)=[C:7]([F:32])[CH:6]=1)=[O:4]. Given the product [CH3:33][N:2]([CH3:1])[C:3]([C:5]1[CH:10]=[CH:9][C:8]([CH:11]2[CH2:16][CH2:15][CH:14]([O:17][CH2:18][CH:19]3[CH2:20][CH2:21][N:22]([C:25]([O:27][C:28]([CH3:29])([CH3:30])[CH3:31])=[O:26])[CH2:23][CH2:24]3)[CH2:13][CH2:12]2)=[C:7]([F:32])[CH:6]=1)=[O:4], predict the reactants needed to synthesize it. (7) The reactants are: [Br:1][C:2]1[CH:11]=[CH:10][C:5]([C:6]([O:8][CH3:9])=[O:7])=[CH:4][C:3]=1[OH:12].I[CH2:14][CH2:15][N:16]1[CH2:21][CH2:20][O:19][CH2:18][CH2:17]1.[H-].[Na+]. Given the product [Br:1][C:2]1[CH:11]=[CH:10][C:5]([C:6]([O:8][CH3:9])=[O:7])=[CH:4][C:3]=1[O:12][CH2:14][CH2:15][N:16]1[CH2:21][CH2:20][O:19][CH2:18][CH2:17]1, predict the reactants needed to synthesize it. (8) Given the product [N:12]1([CH2:11][CH2:10][CH2:9][C:8]([N:5]2[CH2:6][CH2:7][CH:2]([NH:1][C:35]([NH:34][C:28]3[CH:33]=[CH:32][CH:31]=[CH:30][CH:29]=3)=[O:36])[CH2:3][CH2:4]2)=[O:18])[CH2:13][CH2:14][O:15][CH2:16][CH2:17]1, predict the reactants needed to synthesize it. The reactants are: [NH2:1][CH:2]1[CH2:7][CH2:6][N:5]([C:8](=[O:18])[CH2:9][CH2:10][CH2:11][N:12]2[CH2:17][CH2:16][O:15][CH2:14][CH2:13]2)[CH2:4][CH2:3]1.C(N(C(C)C)CC)(C)C.[C:28]1([N:34]=[C:35]=[O:36])[CH:33]=[CH:32][CH:31]=[CH:30][CH:29]=1.